Dataset: Catalyst prediction with 721,799 reactions and 888 catalyst types from USPTO. Task: Predict which catalyst facilitates the given reaction. (1) Reactant: Br[C:2]1[S:6][C:5]([CH3:7])=[C:4]([CH:8]([O:14][C:15]([CH3:18])([CH3:17])[CH3:16])[C:9]([O:11][CH2:12][CH3:13])=[O:10])[C:3]=1[C:19]1[CH:20]=[CH:21][C:22]2[O:27][CH2:26][CH2:25][CH2:24][C:23]=2[CH:28]=1.[NH:29]1[CH:33]=[CH:32][CH:31]=[N:30]1.C(=O)([O-])[O-].[K+].[K+].CN[C@@H]1CCCC[C@H]1NC. Product: [C:15]([O:14][CH:8]([C:4]1[C:3]([C:19]2[CH:20]=[CH:21][C:22]3[O:27][CH2:26][CH2:25][CH2:24][C:23]=3[CH:28]=2)=[C:2]([N:29]2[CH:33]=[CH:32][CH:31]=[N:30]2)[S:6][C:5]=1[CH3:7])[C:9]([O:11][CH2:12][CH3:13])=[O:10])([CH3:18])([CH3:17])[CH3:16]. The catalyst class is: 11. (2) Reactant: Cl.[C:2]1([CH:8]([CH3:11])[CH2:9][NH2:10])[CH:7]=[CH:6][CH:5]=[CH:4][CH:3]=1.C(Cl)Cl.C(N(CC)CC)C.[F:22][C:23]([F:34])([F:33])[C:24]1[CH:32]=[CH:31][C:27]([C:28](Cl)=[O:29])=[CH:26][CH:25]=1. Product: [C:2]1([CH:8]([CH3:11])[CH2:9][NH:10][C:28](=[O:29])[C:27]2[CH:31]=[CH:32][C:24]([C:23]([F:22])([F:33])[F:34])=[CH:25][CH:26]=2)[CH:7]=[CH:6][CH:5]=[CH:4][CH:3]=1. The catalyst class is: 25. (3) The catalyst class is: 5. Product: [ClH:36].[F:1][C:2]1[CH:7]=[CH:6][CH:5]=[C:4]2[C:3]=1[NH:28][C:29](=[O:34])[C:9]([CH:14]1[CH2:15][CH2:16][NH:17][CH2:18][CH2:19]1)=[CH:8]2. Reactant: [F:1][C:2]1[C:3]([NH:28][C:29](=[O:34])C(C)(C)C)=[C:4]([CH:8](O)[CH:9]([CH:14]2[CH2:19][CH2:18][N:17](C(OC(C)(C)C)=O)[CH2:16][CH2:15]2)C(OC)=O)[CH:5]=[CH:6][CH:7]=1.O.[ClH:36]. (4) Reactant: C(OC(=O)[N:7]([CH2:22][CH2:23][N:24]([CH:29]1[CH2:34][CH2:33][CH2:32][CH2:31][CH2:30]1)[C:25](=[O:28])C=C)[CH2:8][CH2:9][C:10]1[C:15]2[O:16][CH2:17][C:18](=[O:20])[NH:19][C:14]=2[C:13]([OH:21])=[CH:12][CH:11]=1)(C)(C)C. Product: [CH:29]1([N:24]([CH2:23][CH2:22][NH:7][CH2:8][CH2:9][C:10]2[C:15]3[O:16][CH2:17][C:18](=[O:20])[NH:19][C:14]=3[C:13]([OH:21])=[CH:12][CH:11]=2)[C:25](=[O:28])[CH2:14][CH2:15][O:16][CH3:17])[CH2:34][CH2:33][CH2:32][CH2:31][CH2:30]1. The catalyst class is: 138.